From a dataset of Catalyst prediction with 721,799 reactions and 888 catalyst types from USPTO. Predict which catalyst facilitates the given reaction. (1) Reactant: [O:1]1[CH:5]=[CH:4][CH:3]=[C:2]1[CH2:6][N:7]([C:15]([O:17][CH2:18][CH3:19])=[O:16])[CH2:8][CH2:9][C:10]([O:12]CC)=[O:11].[OH-].[K+]. Product: [O:1]1[CH:5]=[CH:4][CH:3]=[C:2]1[CH2:6][N:7]([C:15]([O:17][CH2:18][CH3:19])=[O:16])[CH2:8][CH2:9][C:10]([OH:12])=[O:11]. The catalyst class is: 5. (2) Reactant: [CH2:1]([O:3][C:4](=[O:34])[C:5](=O)[CH2:6][C:7]([C:9]1[CH:10]=[C:11]2[C:15](=[CH:16][CH:17]=1)[N:14]([CH3:18])[C:13]1[N:19]([CH3:32])[C:20](=[O:31])[C:21]([C:23]3[CH:28]=[CH:27][C:26]([Cl:29])=[CH:25][C:24]=3[Cl:30])=[CH:22][C:12]2=1)=O)[CH3:2].C(O)(=O)C(O)=O.[CH2:41]([NH:43][NH2:44])[CH3:42]. Product: [CH2:1]([O:3][C:4]([C:5]1[CH:6]=[C:7]([C:9]2[CH:10]=[C:11]3[C:15](=[CH:16][CH:17]=2)[N:14]([CH3:18])[C:13]2[N:19]([CH3:32])[C:20](=[O:31])[C:21]([C:23]4[CH:28]=[CH:27][C:26]([Cl:29])=[CH:25][C:24]=4[Cl:30])=[CH:22][C:12]3=2)[N:43]([CH2:41][CH3:42])[N:44]=1)=[O:34])[CH3:2]. The catalyst class is: 8. (3) Reactant: [F:1][C:2]1[CH:7]=[CH:6][CH:5]=[C:4]([F:8])[C:3]=1[C:9]1[CH:10]=[CH:11][C:12]2[N:13]([C:15]([NH:18][C:19]3[CH:20]=[N:21][CH:22]=[CH:23][C:24]=3[N:25]3[CH:30]([CH3:31])[CH2:29][CH2:28][CH:27]([NH:32]C(=O)OC(C)(C)C)[CH2:26]3)=[N:16][CH:17]=2)[N:14]=1.[C:40]([OH:46])([C:42]([F:45])([F:44])[F:43])=[O:41]. Product: [F:43][C:42]([F:45])([F:44])[C:40]([OH:46])=[O:41].[F:43][C:42]([F:45])([F:44])[C:40]([OH:46])=[O:41].[F:43][C:42]([F:45])([F:44])[C:40]([OH:46])=[O:41].[NH2:32][CH:27]1[CH2:26][N:25]([C:24]2[CH:23]=[CH:22][N:21]=[CH:20][C:19]=2[NH:18][C:15]2[N:13]3[N:14]=[C:9]([C:3]4[C:2]([F:1])=[CH:7][CH:6]=[CH:5][C:4]=4[F:8])[CH:10]=[CH:11][C:12]3=[CH:17][N:16]=2)[CH:30]([CH3:31])[CH2:29][CH2:28]1. The catalyst class is: 2. (4) Reactant: [Cl:1][C:2]1[CH:7]=[C:6](I)[C:5]([C:9]([F:12])([F:11])[F:10])=[CH:4][N:3]=1.[NH2:13][C:14]1[CH:19]=[CH:18][CH:17]=[CH:16][C:15]=1[S:20]([NH:23][CH3:24])(=[O:22])=[O:21].CC1(C)C2C(=C(P(C3C=CC=CC=3)C3C=CC=CC=3)C=CC=2)OC2C(P(C3C=CC=CC=3)C3C=CC=CC=3)=CC=CC1=2.C(=O)([O-])[O-].[Cs+].[Cs+]. Product: [Cl:1][C:2]1[CH:7]=[C:6]([NH:13][C:14]2[CH:19]=[CH:18][CH:17]=[CH:16][C:15]=2[S:20]([NH:23][CH3:24])(=[O:22])=[O:21])[C:5]([C:9]([F:12])([F:11])[F:10])=[CH:4][N:3]=1. The catalyst class is: 62. (5) Reactant: [C:1]([O:5][C:6]([N-:8][S:9]([N:12]1[CH:17]=[CH:16][C:15](=[N+](C)C)[CH:14]=[CH:13]1)(=[O:11])=[O:10])=[O:7])([CH3:4])([CH3:3])[CH3:2].NCCCC[C@H]1[C:37](=[O:38])[NH:36][C@H:35]([CH2:39][C:40]2[CH:45]=[CH:44][C:43]([C:46]([F:49])([F:48])[F:47])=[CH:42][CH:41]=2)[C:34](=[O:50])[NH:33][C@@H:32]([CH:51]([CH2:53][CH3:54])[CH3:52])[C:31](=[O:55])[N:30]2[CH2:56][CH2:57][CH2:58][C@@H:29]2[C:28](=[O:59])[NH:27]1. Product: [CH:51]([C@H:32]1[C:31](=[O:55])[N:30]2[CH2:56][CH2:57][CH2:58][C@@H:29]2[C:28](=[O:59])[NH:27][C@@H:13]([CH2:14][CH2:15][CH2:16][CH2:17][NH:12][S:9]([NH:8][C:6](=[O:7])[O:5][C:1]([CH3:2])([CH3:3])[CH3:4])(=[O:10])=[O:11])[C:37](=[O:38])[NH:36][C@H:35]([CH2:39][C:40]2[CH:45]=[CH:44][C:43]([C:46]([F:47])([F:48])[F:49])=[CH:42][CH:41]=2)[C:34](=[O:50])[NH:33]1)([CH2:53][CH3:54])[CH3:52]. The catalyst class is: 2. (6) The catalyst class is: 3. Product: [CH2:1]([O:5][C:6]1[N:14]=[C:13]2[C:9]([NH:10][C:11](=[O:40])[N:12]2[CH2:15][C:16]2[CH:21]=[CH:20][C:19]([CH2:22][N:23]([CH2:24][C:25]3[CH:30]=[CH:29][CH:28]=[C:27]([CH2:31][C:32]([O:34][CH3:35])=[O:33])[CH:26]=3)[CH2:36][CH2:37][CH2:38][N:42]3[CH2:47][CH2:46][O:45][CH2:44][CH2:43]3)=[CH:18][CH:17]=2)=[C:8]([NH2:41])[N:7]=1)[CH2:2][CH2:3][CH3:4]. Reactant: [CH2:1]([O:5][C:6]1[N:14]=[C:13]2[C:9]([NH:10][C:11](=[O:40])[N:12]2[CH2:15][C:16]2[CH:21]=[CH:20][C:19]([CH2:22][N:23]([CH2:36][CH2:37][CH2:38]Cl)[CH2:24][C:25]3[CH:30]=[CH:29][CH:28]=[C:27]([CH2:31][C:32]([O:34][CH3:35])=[O:33])[CH:26]=3)=[CH:18][CH:17]=2)=[C:8]([NH2:41])[N:7]=1)[CH2:2][CH2:3][CH3:4].[NH:42]1[CH2:47][CH2:46][O:45][CH2:44][CH2:43]1.[I-].[K+]. (7) Reactant: C(N(CC)CC)C.[CH3:8][S:9](Cl)(=[O:11])=[O:10].[Cl:13][C:14]1[C:19]([CH:20]2[O:22][C:21]2([CH2:30][OH:31])[C:23]2[CH:28]=[CH:27][C:26]([F:29])=[CH:25][CH:24]=2)=[CH:18][CH:17]=[CH:16][N:15]=1.C(OCC)(=O)C. Product: [CH3:8][S:9]([O:31][CH2:30][C:21]1([C:23]2[CH:28]=[CH:27][C:26]([F:29])=[CH:25][CH:24]=2)[CH:20]([C:19]2[C:14]([Cl:13])=[N:15][CH:16]=[CH:17][CH:18]=2)[O:22]1)(=[O:11])=[O:10]. The catalyst class is: 4. (8) Reactant: O1C=CC[CH:2]1C(O)=O.[CH2:9]1[C:18]2[C:13](=[CH:14][CH:15]=[CH:16][CH:17]=2)[CH2:12][CH2:11][CH:10]1[C:19]([OH:21])=[O:20].CC(C)([O-])C.[K+].C[Si](C)(C)[N-][Si](C)(C)C.[K+]. Product: [CH3:2][C:10]1([C:19]([OH:21])=[O:20])[CH2:11][CH2:12][C:13]2[C:18](=[CH:17][CH:16]=[CH:15][CH:14]=2)[CH2:9]1. The catalyst class is: 7.